From a dataset of Forward reaction prediction with 1.9M reactions from USPTO patents (1976-2016). Predict the product of the given reaction. (1) The product is: [CH3:1][CH:2]1[CH2:10][C:9]2[C:4](=[C:5]([CH:24]=[N:23][CH:13]3[C:22]4[C:17](=[CH:18][CH:19]=[CH:20][CH:21]=4)[CH2:16][CH2:15][CH2:14]3)[CH:6]=[CH:7][CH:8]=2)[NH:3]1. Given the reactants [CH3:1][CH:2]1[CH2:10][C:9]2[C:4](=[CH:5][CH:6]=[CH:7][CH:8]=2)[N:3]1C=O.[CH:13]1([NH2:23])[C:22]2[C:17](=[CH:18][CH:19]=[CH:20][CH:21]=2)[CH2:16][CH2:15][CH2:14]1.[CH3:24]O, predict the reaction product. (2) Given the reactants [CH3:1][O:2][C:3]([C:5]1[CH:19]=[CH:18][C:8]2[N:9]([CH2:12][CH2:13][O:14][CH2:15]SC)[CH:10]=[N:11][C:7]=2[CH:6]=1)=[O:4].O[O:21][S:22]([O-:24])=O.[K+].[CH3:26]O, predict the reaction product. The product is: [CH3:1][O:2][C:3]([C:5]1[CH:19]=[CH:18][C:8]2[N:9]([CH2:12][CH2:13][O:14][CH2:15][S:22]([CH3:26])(=[O:24])=[O:21])[CH:10]=[N:11][C:7]=2[CH:6]=1)=[O:4]. (3) Given the reactants Br[C:2]1[CH:7]=[C:6]([CH3:8])[N:5]=[C:4]([O:9][C:10]2[C:15]([CH3:16])=[CH:14][C:13]([CH3:17])=[CH:12][C:11]=2[CH3:18])[C:3]=1[CH3:19].C([CH2:27][CH2:28][NH2:29])C1C=CC=CC=1.C1C=CC(P([C:58]2[CH:59]=[CH:60][C:61]3[C:62](=[CH:53]C=CC=3)[C:57]=2[C:53]2[C:62]3[C:57](=[CH:58][CH:59]=[CH:60][CH:61]=3)C=CC=2P(C2C=CC=CC=2)C2C=CC=CC=2)C2C=CC=CC=2)=CC=1.CC(C)([O-])C.[K+], predict the reaction product. The product is: [CH2:53]([N:29]([C:2]1[CH:7]=[C:6]([CH3:8])[N:5]=[C:4]([O:9][C:10]2[C:15]([CH3:16])=[CH:14][C:13]([CH3:17])=[CH:12][C:11]=2[CH3:18])[C:3]=1[CH3:19])[CH2:28][CH3:27])[C:62]1[CH:57]=[CH:58][CH:59]=[CH:60][CH:61]=1. (4) Given the reactants O[C:2]1[CH:7]=[CH:6][C:5]([CH:8]2[CH2:13][CH2:12][C:11](=[O:14])[CH2:10][CH2:9]2)=[CH:4][CH:3]=1.[H-].[Na+].C[C:18](C)(P(=O)=O)[C:19]([O:21][CH3:22])=[O:20], predict the reaction product. The product is: [OH:14][C:11]1[CH:12]=[CH:13][C:8]([CH:5]2[CH2:6][CH2:7][C:2](=[CH:18][C:19]([O:21][CH3:22])=[O:20])[CH2:3][CH2:4]2)=[CH:9][CH:10]=1. (5) Given the reactants C([O:3][CH:4](OCC)[CH2:5][CH2:6][CH2:7][CH2:8][CH2:9]/[CH:10]=[CH:11]\[CH2:12][CH2:13]/[CH:14]=[CH:15]\[CH:16]=[CH:17]\[CH2:18][CH3:19])C.Cl, predict the reaction product. The product is: [CH:4](=[O:3])[CH2:5][CH2:6][CH2:7][CH2:8][CH2:9]/[CH:10]=[CH:11]\[CH2:12][CH2:13]/[CH:14]=[CH:15]\[CH:16]=[CH:17]\[CH2:18][CH3:19]. (6) Given the reactants [CH2:1]([O:4][N:5]([C@H:18]1[CH2:23][N:22](C(OC(C)(C)C)=O)[C@H:21]([CH2:31][O:32][Si:33]([C:36]([CH3:39])([CH3:38])[CH3:37])([CH3:35])[CH3:34])[C:20]([CH2:40][CH2:41][O:42][Si:43]([C:46]([CH3:49])([CH3:48])[CH3:47])([CH3:45])[CH3:44])=[CH:19]1)[S:6]([C:9]1[CH:14]=[CH:13][CH:12]=[CH:11][C:10]=1[N+:15]([O-:17])=[O:16])(=[O:8])=[O:7])[CH:2]=[CH2:3], predict the reaction product. The product is: [CH2:1]([O:4][N:5]([C@@H:18]1[CH:19]=[C:20]([CH2:40][CH2:41][O:42][Si:43]([C:46]([CH3:49])([CH3:47])[CH3:48])([CH3:44])[CH3:45])[C@@H:21]([CH2:31][O:32][Si:33]([C:36]([CH3:39])([CH3:38])[CH3:37])([CH3:34])[CH3:35])[NH:22][CH2:23]1)[S:6]([C:9]1[CH:14]=[CH:13][CH:12]=[CH:11][C:10]=1[N+:15]([O-:17])=[O:16])(=[O:8])=[O:7])[CH:2]=[CH2:3]. (7) Given the reactants [OH:1][CH2:2][CH2:3][CH2:4][CH2:5][CH2:6][CH2:7][CH2:8][CH2:9][CH2:10][CH2:11][CH2:12][C:13]([OH:15])=[O:14].[Cl:16][C:17]([Cl:21])([Cl:20])[CH2:18]O.C1(N=C=NC2CCCCC2)CCCCC1.N1C=CC=CC=1, predict the reaction product. The product is: [OH:1][CH2:2][CH2:3][CH2:4][CH2:5][CH2:6][CH2:7][CH2:8][CH2:9][CH2:10][CH2:11][CH2:12][C:13]([O:15][CH2:18][C:17]([Cl:21])([Cl:20])[Cl:16])=[O:14].